Dataset: Full USPTO retrosynthesis dataset with 1.9M reactions from patents (1976-2016). Task: Predict the reactants needed to synthesize the given product. (1) Given the product [CH2:15]([NH:22][CH:12]1[CH2:11][CH2:10][CH2:9][C:8]2[C:3]([O:2][CH3:1])=[CH:4][CH:5]=[CH:6][C:7]=2[CH2:13]1)[C:16]1[CH:21]=[CH:20][CH:19]=[CH:18][CH:17]=1, predict the reactants needed to synthesize it. The reactants are: [CH3:1][O:2][C:3]1[C:8]2[CH2:9][CH2:10][CH2:11][C:12](=O)[CH2:13][C:7]=2[CH:6]=[CH:5][CH:4]=1.[CH2:15]([NH2:22])[C:16]1[CH:21]=[CH:20][CH:19]=[CH:18][CH:17]=1.O.C1(C)C=CC(S(O)(=O)=O)=CC=1. (2) Given the product [CH3:21][O:22][C:23]1[C:28]([O:10][C:11]2[C:20]3[C:15](=[CH:16][CH:17]=[CH:18][CH:19]=3)[N:14]=[CH:13][N:12]=2)=[CH:27][CH:26]=[CH:25][N:24]=1, predict the reactants needed to synthesize it. The reactants are: N1C2C(=NC=CC=2)N([O:10][C:11]2[C:20]3[C:15](=[CH:16][CH:17]=[CH:18][CH:19]=3)[N:14]=[CH:13][N:12]=2)N=1.[CH3:21][O:22][C:23]1[C:28](B(O)O)=[CH:27][CH:26]=[CH:25][N:24]=1.C([O-])([O-])=O.[Cs+].[Cs+]. (3) Given the product [I:1][C:2]1[CH:10]=[CH:9][CH:8]=[C:7]2[C:3]=1[C:4]([N:11]1[C:19](=[O:20])[C:18]3[C:13](=[CH:14][CH:15]=[CH:16][CH:17]=3)[C:12]1=[O:21])=[N:5][N:6]2[CH2:23][CH2:24][N:25]1[CH2:30][CH2:29][O:28][CH2:27][CH2:26]1, predict the reactants needed to synthesize it. The reactants are: [I:1][C:2]1[CH:10]=[CH:9][CH:8]=[C:7]2[C:3]=1[C:4]([N:11]1[C:19](=[O:20])[C:18]3[C:13](=[CH:14][CH:15]=[CH:16][CH:17]=3)[C:12]1=[O:21])=[N:5][NH:6]2.Cl[CH2:23][CH2:24][N:25]1[CH2:30][CH2:29][O:28][CH2:27][CH2:26]1.C([O-])([O-])=O.[Na+].[Na+]. (4) The reactants are: N#N.Br[C:4]1[CH:5]=[C:6]2[C:11](=[CH:12][CH:13]=1)[O:10][C:9](=[O:14])[CH:8]=[C:7]2[NH:15][CH:16]1[CH2:21][CH2:20][N:19]([CH2:22][CH:23]=[CH:24][C:25]2[CH:30]=[CH:29][CH:28]=[CH:27][CH:26]=2)[CH2:18][CH2:17]1.[Br-].[CH3:32][CH:33]([CH3:37])[CH2:34][CH2:35][Zn+]. Given the product [CH3:32][CH:33]([CH3:37])[CH2:34][CH2:35][C:4]1[CH:5]=[C:6]2[C:11](=[CH:12][CH:13]=1)[O:10][C:9](=[O:14])[CH:8]=[C:7]2[NH:15][CH:16]1[CH2:21][CH2:20][N:19]([CH2:22][CH:23]=[CH:24][C:25]2[CH:30]=[CH:29][CH:28]=[CH:27][CH:26]=2)[CH2:18][CH2:17]1, predict the reactants needed to synthesize it. (5) Given the product [CH2:1]([O:24][C:25]1[CH:26]=[CH:27][C:28]([C:29]([O:31][CH2:32][CH3:33])=[O:30])=[CH:34][CH:35]=1)[C:2]1[CH:7]=[CH:6][CH:5]=[CH:4][CH:3]=1, predict the reactants needed to synthesize it. The reactants are: [CH2:1](Br)[C:2]1[CH:7]=[CH:6][CH:5]=[CH:4][CH:3]=1.C(CC1C=CC=CC=1)(C1C=CC=CC=1)=O.[OH:24][C:25]1[CH:35]=[CH:34][C:28]([C:29]([O:31][CH2:32][CH3:33])=[O:30])=[CH:27][CH:26]=1.C([O-])([O-])=O.[Cs+].[Cs+]. (6) Given the product [C:1]([NH:5][C:6]1[CH:33]=[CH:32][C:9]([C:10]([N:12]2[CH2:13][C@@H:14]3[CH2:19][N:18]([C:20]([O:22][CH2:23][C:24]4[CH:25]=[C:26]([Cl:31])[CH:27]=[C:28]([Cl:30])[CH:29]=4)=[O:21])[CH2:17][C@@H:15]3[CH2:16]2)=[O:11])=[CH:8][CH:7]=1)(=[O:3])[CH3:2], predict the reactants needed to synthesize it. The reactants are: [C:1](Cl)(=[O:3])[CH3:2].[NH2:5][C:6]1[CH:33]=[CH:32][C:9]([C:10]([N:12]2[CH2:16][C@@H:15]3[CH2:17][N:18]([C:20]([O:22][CH2:23][C:24]4[CH:29]=[C:28]([Cl:30])[CH:27]=[C:26]([Cl:31])[CH:25]=4)=[O:21])[CH2:19][C@@H:14]3[CH2:13]2)=[O:11])=[CH:8][CH:7]=1.C(N(CC)CC)C. (7) Given the product [Cl:1][C:2]1[CH:3]=[C:4]([NH:17][S:20]([C:19]([F:32])([F:31])[F:18])(=[O:22])=[O:21])[CH:5]=[CH:6][C:7]=1[O:8][C:9]1[CH:14]=[CH:13][C:12]([Cl:15])=[CH:11][C:10]=1[Cl:16], predict the reactants needed to synthesize it. The reactants are: [Cl:1][C:2]1[CH:3]=[C:4]([NH2:17])[CH:5]=[CH:6][C:7]=1[O:8][C:9]1[CH:14]=[CH:13][C:12]([Cl:15])=[CH:11][C:10]=1[Cl:16].[F:18][C:19]([F:32])([F:31])[S:20](O[S:20]([C:19]([F:32])([F:31])[F:18])(=[O:22])=[O:21])(=[O:22])=[O:21].